From a dataset of Peptide-MHC class I binding affinity with 185,985 pairs from IEDB/IMGT. Regression. Given a peptide amino acid sequence and an MHC pseudo amino acid sequence, predict their binding affinity value. This is MHC class I binding data. (1) The peptide sequence is RQVPTAFEF. The MHC is Mamu-B3901 with pseudo-sequence Mamu-B3901. The binding affinity (normalized) is 0.571. (2) The peptide sequence is EVLTLATGPI. The MHC is HLA-A68:02 with pseudo-sequence HLA-A68:02. The binding affinity (normalized) is 0.574. (3) The peptide sequence is GIVCYNEEV. The MHC is HLA-A25:01 with pseudo-sequence HLA-A25:01. The binding affinity (normalized) is 0.0847. (4) The MHC is HLA-A29:02 with pseudo-sequence HLA-A29:02. The peptide sequence is KLHCTERSL. The binding affinity (normalized) is 0.0847.